This data is from Full USPTO retrosynthesis dataset with 1.9M reactions from patents (1976-2016). The task is: Predict the reactants needed to synthesize the given product. (1) Given the product [Br:1][C:2]1[CH:11]=[C:10]2[C:5]([C:6]([CH3:14])([CH3:13])[CH2:7][C:8](=[O:12])[N:9]2[CH3:15])=[CH:4][CH:3]=1, predict the reactants needed to synthesize it. The reactants are: [Br:1][C:2]1[CH:11]=[C:10]2[C:5]([C:6]([CH3:14])([CH3:13])[CH2:7][C:8](=[O:12])[NH:9]2)=[CH:4][CH:3]=1.[C:15]([O-])([O-])=O.[K+].[K+].IC.O. (2) Given the product [CH:16]1([NH:19][C:10](=[O:12])[CH:9]([NH:8][C:6](=[O:7])[O:5][C:1]([CH3:2])([CH3:3])[CH3:4])[CH:13]([CH3:15])[CH3:14])[CH2:18][CH2:17]1, predict the reactants needed to synthesize it. The reactants are: [C:1]([O:5][C:6]([NH:8][CH:9]([CH:13]([CH3:15])[CH3:14])[C:10]([OH:12])=O)=[O:7])([CH3:4])([CH3:3])[CH3:2].[CH:16]1([NH2:19])[CH2:18][CH2:17]1.C1CN([P+](ON2N=NC3C=CC=NC2=3)(N2CCCC2)N2CCCC2)CC1.F[P-](F)(F)(F)(F)F.CCN(C(C)C)C(C)C. (3) Given the product [CH3:1][C:2]1[CH:3]=[CH:4][C:5]([C:8]2[CH:13]=[C:12]([C:14]([N:16]3[CH2:20][CH2:19][CH2:18][CH2:17]3)=[O:15])[CH:11]=[C:10]([C:21]([NH:33][CH:31]([C:29]3[N:30]=[C:26]([CH3:25])[S:27][CH:28]=3)[CH3:32])=[O:23])[CH:9]=2)=[CH:6][CH:7]=1, predict the reactants needed to synthesize it. The reactants are: [CH3:1][C:2]1[CH:7]=[CH:6][C:5]([C:8]2[CH:13]=[C:12]([C:14]([N:16]3[CH2:20][CH2:19][CH2:18][CH2:17]3)=[O:15])[CH:11]=[C:10]([C:21]([OH:23])=O)[CH:9]=2)=[CH:4][CH:3]=1.Cl.[CH3:25][C:26]1[S:27][CH:28]=[C:29]([CH:31]([NH2:33])[CH3:32])[N:30]=1.F[P-](F)(F)(F)(F)F.C[N+](C)=C(N(C)C)ON1C2N=CC=CC=2N=N1.C(N(CC)C(C)C)(C)C. (4) Given the product [F:42][C:29]1[CH:30]=[CH:31][C:32]([C:34]([OH:43])=[O:41])=[CH:33][C:28]=1[NH:27][C:25]([C:22]1[N:19]2[CH:20]=[CH:21][C:16]([C:4]3[CH:5]=[CH:6][C:7]([C:8](=[O:15])[NH:9][C:10]([CH3:14])([CH3:13])[CH2:11][OH:12])=[C:2]([F:1])[CH:3]=3)=[CH:17][C:18]2=[N:24][CH:23]=1)=[O:26], predict the reactants needed to synthesize it. The reactants are: [F:1][C:2]1[CH:3]=[C:4]([C:16]2[CH:21]=[CH:20][N:19]3[C:22]([C:25]([NH:27][C:28]4[CH:33]=[C:32]([C:34](=[O:41])NC(C)(C)CO)[CH:31]=[CH:30][C:29]=4[F:42])=[O:26])=[CH:23][N:24]=[C:18]3[CH:17]=2)[CH:5]=[CH:6][C:7]=1[C:8](=[O:15])[NH:9][C:10]([CH3:14])([CH3:13])[CH2:11][OH:12].[OH-:43].[Na+].Cl.